This data is from Drug-target binding data from BindingDB using Kd measurements. The task is: Regression. Given a target protein amino acid sequence and a drug SMILES string, predict the binding affinity score between them. We predict pKd (pKd = -log10(Kd in M); higher means stronger binding). Dataset: bindingdb_kd. (1) The drug is CCCS(=O)(=O)Nc1ccc(F)c(C(=O)c2c[nH]c3ncc(Cl)cc23)c1F. The target protein (Q9UBE8) has sequence MSLCGARANAKMMAAYNGGTSAAAAGHHHHHHHHLPHLPPPHLHHHHHPQHHLHPGSAAAVHPVQQHTSSAAAAAAAAAAAAAMLNPGQQQPYFPSPAPGQAPGPAAAAPAQVQAAAAATVKAHHHQHSHHPQQQLDIEPDRPIGYGAFGVVWSVTDPRDGKRVALKKMPNVFQNLVSCKRVFRELKMLCFFKHDNVLSALDILQPPHIDYFEEIYVVTELMQSDLHKIIVSPQPLSSDHVKVFLYQILRGLKYLHSAGILHRDIKPGNLLVNSNCVLKICDFGLARVEELDESRHMTQEVVTQYYRAPEILMGSRHYSNAIDIWSVGCIFAELLGRRILFQAQSPIQQLDLITDLLGTPSLEAMRTACEGAKAHILRGPHKQPSLPVLYTLSSQATHEAVHLLCRMLVFDPSKRISAKDALAHPYLDEGRLRYHTCMCKCCFSTSTGRVYTSDFEPVTNPKFDDTFEKNLSSVRQVKEIIHQFILEQQKGNRVPLCINP.... The pKd is 5.0. (2) The compound is CN(C)C/C=C/C(=O)Nc1cc2c(Nc3ccc(F)c(Cl)c3)ncnc2cc1O[C@H]1CCOC1. The target is PFCDPK1(Pfalciparum). The pKd is 5.0. (3) The compound is O=C(CCCCCCC(=O)Nc1ccc(-c2c3ccc(=O)cc-3oc3cc(O)ccc23)c(C(=O)O)c1)NO. The target protein sequence is ATGTGLVYVDAFTRFHCLWDASFPECPARVSTVMEMLETEGLLGRCVQVEARAVTEDELLLVHTKEYVELMKSTQNMTEEELKTLAEKYDSVYLHPGFFSSACLSVGSVLQLVDKVMTSQLRNGFSINRPPGHHAQADKMNGYCMFNNLAIAARYAQKRHRVQRVLIVDWDVHHGQGIQYIFEEDPSVLYFSVHRYEDGSFWPHLKESDSSSVGSGAGQGYNINLPWNKVGMESGDYITAFQQLLLPVAYEFQPQLVLVAAGFDAVIGDPKGGMQVSPECFSILTHMLKGVAQGRLVLALEGGYNLQSTAEGVCASMRSLLGDPCPHLPSSGAPCESALKSISKTISDLYPFWKSLQTFE. The pKd is 5.5. (4) The drug is O=C(O)c1ccncc1Nc1nn(CCN2CCC(F)(F)CC2)c2ccc(F)cc12. The target protein sequence is MEAATTLHPGPRPALPLGGPGPLGEFLPPPECPVFEPSWEEFADPFAFIHKIRPIAEQTGICKVRPPPDWQPPFACDVDKLHFTPRIQRLNELEAQTRVKLNFLDQIAKYWELQGSTLKIPHVERKILDLFQLNKLVAEEGGFAVVCKDRKWTKIATKMGFAPGKAVGSHIRGHYERILNPYNLFLSGDSLRCLQKPNLTTDTKDKEYKPHDIPQRQSVQPSETCPPARRAKRMRAEAMNIKIEPEETTEARTHNLRRRMGCPTPKCENEKEMKSSIKQEPIERKDYIVENEKEKPKSRSKKATNAVDLYVCLLCGSGNDEDRLLLCDGCDDSYHTFCLIPPLHDVPKGDWRCPKCLAQECSKPQEAFGFEQAARDYTLRTFGEMADAFKSDYFNMPVHMVPTELVEKEFWRLVSTIEEDVTVEYGADIASKEFGSGFPVRDGKIKLSPEEEEYLDSGWNLNNMPVMEQSVLAHITADICGMKLPWLYVGMCFSSFCWHI.... The pKd is 7.3. (5) The drug is CCCCC/C=C\C/C=C\C/C=C\C/C=C\CCCC(=O)O. The target protein (Q05816) has sequence MASLKDLEGKWRLMESHGFEEYMKELGVGLALRKMAAMAKPDCIITCDGNNITVKTESTVKTTVFSCNLGEKFDETTADGRKTETVCTFQDGALVQHQQWDGKESTITRKLKDGKMIVECVMNNATCTRVYEKVQ. The pKd is 7.4. (6) The compound is CC[C@@H]1C(=O)N(C)c2cnc(Nc3ccc(C(=O)NC4CCN(C)CC4)cc3OC)nc2N1C1CCCC1. The target is PFCDPK1(Pfalciparum). The pKd is 5.0. (7) The compound is COc1cc([C@@H]2c3cc4c(cc3[C@H](O)[C@H]3COC(=O)[C@H]23)OCO4)cc(OC)c1OC. The target protein (P04015) has sequence MEAIAKRLDACQDQLLELYEENSIDIHKHIMHWKCIRLESVLLHKAKQMGLSHIGLQVVPPLTVSETKGHNAIEMQMHLESLAKTQYGVEPWTLQDTSYEMWLTPPKRCFKKQGNTVEVKFDGCEDNVMEYVVWTHIYLQDNDSWVKVTSSVDAKGIYYTCGQFKTYYVNFNKEAQKYGSTNHWEVCYGSTVICSPASVSSTVREVSIAEPTTYTPAQTTAPTVSACTTEDGVSAPPRKRARGPSTNNTLCVANIRSVDSTINNIVTDNYNKHQRRNNCHSAATPIVQLQGDSNCLKCFRYRLNDKYKHLFELASSTWHWASPEAPHKNAIVTLTYSSEEQRQQFLNSVKIPPTIRHKVGFMSLHLL. The pKd is 4.7.